The task is: Predict the reactants needed to synthesize the given product.. This data is from Full USPTO retrosynthesis dataset with 1.9M reactions from patents (1976-2016). (1) Given the product [F:1][C:2]1[CH:3]=[C:4]([O:9][C:11]2[CH:18]=[CH:17][C:14]([CH:15]=[O:16])=[CH:13][CH:12]=2)[CH:5]=[CH:6][C:7]=1[CH3:8], predict the reactants needed to synthesize it. The reactants are: [F:1][C:2]1[C:7]([CH3:8])=[CH:6][CH:5]=[C:4]([OH:9])[CH:3]=1.F[C:11]1[CH:18]=[CH:17][C:14]([CH:15]=[O:16])=[CH:13][CH:12]=1.C([O-])([O-])=O.[K+].[K+]. (2) Given the product [F:21][C:12]1[CH:13]=[CH:14][CH:15]=[C:16]([C:17]([F:20])([F:18])[F:19])[C:11]=1[NH:10][C:7]1[CH:6]=[CH:5][C:4]([CH:2]([NH:1][C:34]([C:31]2([NH:30][C:28]([C:26]3[CH:25]=[N:24][CH:23]=[N:22][CH:27]=3)=[O:29])[CH2:33][CH2:32]2)=[O:35])[CH3:3])=[N:9][CH:8]=1, predict the reactants needed to synthesize it. The reactants are: [NH2:1][CH:2]([C:4]1[N:9]=[CH:8][C:7]([NH:10][C:11]2[C:16]([C:17]([F:20])([F:19])[F:18])=[CH:15][CH:14]=[CH:13][C:12]=2[F:21])=[CH:6][CH:5]=1)[CH3:3].[N:22]1[CH:27]=[C:26]([C:28]([NH:30][C:31]2([C:34](O)=[O:35])[CH2:33][CH2:32]2)=[O:29])[CH:25]=[N:24][CH:23]=1.